This data is from Reaction yield outcomes from USPTO patents with 853,638 reactions. The task is: Predict the reaction yield, written as a fraction of the theoretical maximum amount of product (1.0 means a 100% yield; for example, 0.34 means a 34% yield). (1) The reactants are [N:1]1[CH:6]=[CH:5][CH:4]=[CH:3][C:2]=1[NH:7][C:8]([N:10]1[CH2:15][CH2:14][CH:13]([C:16]2[CH:21]=[CH:20][C:19]([O:22]CC3C=CC=CC=3)=[CH:18][C:17]=2[O:30]CC2C=CC=CC=2)[CH2:12][CH2:11]1)=[O:9].CO. The product is [N:1]1[CH:6]=[CH:5][CH:4]=[CH:3][C:2]=1[NH:7][C:8]([N:10]1[CH2:15][CH2:14][CH:13]([C:16]2[CH:21]=[CH:20][C:19]([OH:22])=[CH:18][C:17]=2[OH:30])[CH2:12][CH2:11]1)=[O:9]. The catalyst is C(OCC)(=O)C.[Pd]. The yield is 0.390. (2) The reactants are Br[C:2]1[CH:7]=[CH:6][C:5]([Cl:8])=[C:4]([C:9]([F:12])([F:11])[F:10])[CH:3]=1.[NH2:13][C:14]1[C:19]([CH3:20])=[CH:18][N:17]=[C:16]([Cl:21])[N:15]=1.C(=O)([O-])[O-].[Cs+].[Cs+]. The catalyst is O1CCOCC1.C1C=CC(/C=C/C(/C=C/C2C=CC=CC=2)=O)=CC=1.C1C=CC(/C=C/C(/C=C/C2C=CC=CC=2)=O)=CC=1.C1C=CC(/C=C/C(/C=C/C2C=CC=CC=2)=O)=CC=1.[Pd].[Pd].CC1(C)C2C(=C(P(C3C=CC=CC=3)C3C=CC=CC=3)C=CC=2)OC2C(P(C3C=CC=CC=3)C3C=CC=CC=3)=CC=CC1=2. The product is [Cl:21][C:16]1[N:15]=[C:14]([NH:13][C:2]2[CH:7]=[CH:6][C:5]([Cl:8])=[C:4]([C:9]([F:12])([F:11])[F:10])[CH:3]=2)[C:19]([CH3:20])=[CH:18][N:17]=1. The yield is 0.620. (3) The reactants are [CH:1]([C:4]1[CH:9]=[CH:8][CH:7]=[CH:6][C:5]=1[NH:10][C:11]([NH:13]/[N:14]=[CH:15]/[C:16]1[CH:21]=[CH:20][C:19]([C:22]2[N:26]=[CH:25][N:24]([C:27]3[CH:32]=[CH:31][C:30]([O:33][C:34]([F:37])([F:36])[F:35])=[CH:29][CH:28]=3)[N:23]=2)=[CH:18][CH:17]=1)=[S:12])([CH3:3])[CH3:2].Br[CH:39]([CH3:43])[C:40](=[O:42])[CH3:41].C(N(CC)CC)C. The catalyst is CC(=O)CC. The product is [CH:1]([C:4]1[CH:9]=[CH:8][CH:7]=[CH:6][C:5]=1[N:10]1[C:40]([CH3:41])([OH:42])[CH:39]([CH3:43])[S:12]/[C:11]/1=[N:13]/[N:14]=[CH:15]\[C:16]1[CH:17]=[CH:18][C:19]([C:22]2[N:26]=[CH:25][N:24]([C:27]3[CH:28]=[CH:29][C:30]([O:33][C:34]([F:37])([F:35])[F:36])=[CH:31][CH:32]=3)[N:23]=2)=[CH:20][CH:21]=1)([CH3:3])[CH3:2]. The yield is 0.840.